This data is from CYP3A4 inhibition data for predicting drug metabolism from PubChem BioAssay. The task is: Regression/Classification. Given a drug SMILES string, predict its absorption, distribution, metabolism, or excretion properties. Task type varies by dataset: regression for continuous measurements (e.g., permeability, clearance, half-life) or binary classification for categorical outcomes (e.g., BBB penetration, CYP inhibition). Dataset: cyp3a4_veith. (1) The result is 1 (inhibitor). The drug is CCOc1ccccc1Nc1nc(-c2sc(NC(=O)c3ccccc3)nc2C)cs1. (2) The compound is CN(C)c1ncc2nc(-c3ccc(F)cc3)c(=O)n(C[C@H]3CCCO3)c2n1. The result is 0 (non-inhibitor). (3) The compound is C/C(=N\N=C(c1ccccc1)c1ccccc1)c1cccs1. The result is 1 (inhibitor). (4) The compound is CCCCCC[C@@H]([C@@H](C)O)n1cnc2c(N)ncnc21. The result is 1 (inhibitor). (5) The drug is COC(=O)[C@@]1(Cc2ccccc2)[C@H]2c3cc(C(=O)N(C)C)n(Cc4ccc(S(C)(=O)=O)cc4)c3C[C@H]2CN1C(=O)c1ccccc1. The result is 1 (inhibitor). (6) The drug is COc1cc(-n2ccnc2SC)c(Cl)cc1Cl. The result is 1 (inhibitor). (7) The drug is N=C(N)SCCSC(=N)N. The result is 0 (non-inhibitor). (8) The molecule is O[C@@H](CN1CC1)[C@H](O)CN1CC1. The result is 0 (non-inhibitor).